Predict the product of the given reaction. From a dataset of Forward reaction prediction with 1.9M reactions from USPTO patents (1976-2016). (1) Given the reactants [CH:1]1([NH2:8])[CH2:7][CH2:6][CH2:5][CH2:4][CH2:3][CH2:2]1.Cl[C:10](OC1C=CC([N+]([O-])=O)=CC=1)=[O:11].C(N(C(C)C)CC)(C)C.[Cl:31][C:32]1[CH:41]=[C:40]2[C:35]([C:36]([N:43]3[CH2:48][CH2:47][NH:46][CH2:45][CH2:44]3)=[CH:37][C:38]([NH2:42])=[N:39]2)=[CH:34][CH:33]=1, predict the reaction product. The product is: [NH2:42][C:38]1[CH:37]=[C:36]([N:43]2[CH2:48][CH2:47][N:46]([C:10]([NH:8][CH:1]3[CH2:7][CH2:6][CH2:5][CH2:4][CH2:3][CH2:2]3)=[O:11])[CH2:45][CH2:44]2)[C:35]2[C:40](=[CH:41][C:32]([Cl:31])=[CH:33][CH:34]=2)[N:39]=1. (2) Given the reactants [CH2:1]=O.Cl.[CH3:4][NH:5][CH3:6].[CH3:7][N:8]1[CH:12]=[CH:11][CH:10]=[CH:9]1.[OH-].[Na+], predict the reaction product. The product is: [CH3:4][N:5]([CH2:1][C:9]1[N:8]([CH3:7])[CH:12]=[CH:11][CH:10]=1)[CH3:6]. (3) Given the reactants NOS(O)(=O)=O.CC(C)([O-])C.[K+].[CH2:13]([O:20][C:21]1[CH:22]=[C:23]2[C:27](=[CH:28][CH:29]=1)[NH:26][CH:25]=[CH:24]2)[C:14]1[CH:19]=[CH:18][CH:17]=[CH:16][CH:15]=1.CC(C)([O-])C.[K+].C[N:37]1CCCC1=O.NOS(O)(=O)=O.CN1CCCC1=O, predict the reaction product. The product is: [CH2:13]([O:20][C:21]1[CH:22]=[C:23]2[C:27](=[CH:28][CH:29]=1)[N:26]([NH2:37])[CH:25]=[CH:24]2)[C:14]1[CH:15]=[CH:16][CH:17]=[CH:18][CH:19]=1. (4) Given the reactants [C:1]1(=O)[O:6][C:4](=[O:5])[CH:3]=[CH:2]1.[CH3:8][C:9]1(C)N([O])[C:13]([CH3:17])(C)[CH2:12][CH2:11][CH2:10]1.CC(N=NC(C#N)(C)C)(C#N)C, predict the reaction product. The product is: [CH2:1]=[CH:2][C:3]1[CH:4]=[CH:11][CH:10]=[CH:9][CH:8]=1.[CH2:11]([O:6][C:4](=[O:5])[CH:3]=[CH2:2])[CH2:12][CH2:13][CH3:17]. (5) Given the reactants [CH:1]1([CH2:4][N:5]2[CH2:9][CH2:8][C:7](=O)[CH2:6]2)[CH2:3]C1.[C-:11]#[N:12].[Na+].[NH4+:14].[Cl-], predict the reaction product. The product is: [NH2:14][C:7]1([C:11]#[N:12])[CH2:8][CH2:9][N:5]([CH:4]2[CH2:1][CH2:3]2)[CH2:6]1. (6) Given the reactants [CH3:1][C:2]1([CH3:14])[CH2:6][C:5]2[CH:7]=[CH:8][CH:9]=[C:10](C(O)=O)[C:4]=2[O:3]1.CC[N:17]([CH2:20]C)CC.C1C=CC(P(N=[N+]=[N-])(C2C=CC=CC=2)=[O:29])=CC=1.[C:39]([OH:43])([CH3:42])([CH3:41])[CH3:40], predict the reaction product. The product is: [C:39]([O:43][C:20](=[O:29])[NH:17][C:10]1[C:4]2[O:3][C:2]([CH3:1])([CH3:14])[CH2:6][C:5]=2[CH:7]=[CH:8][CH:9]=1)([CH3:42])([CH3:41])[CH3:40]. (7) Given the reactants [Cl:1][C:2]1[C:3]([NH:12][S:13]([C:16]2[CH:25]=[CH:24][C:19]([C:20]([O:22][CH3:23])=[O:21])=[CH:18][CH:17]=2)(=[O:15])=[O:14])=[N:4][CH:5]=[C:6]([C:8]([F:11])([F:10])[F:9])[CH:7]=1.Br[CH2:27][C:28]1[CH:33]=[CH:32][C:31]([O:34][C:35]([F:38])([F:37])[F:36])=[CH:30][CH:29]=1.C([O-])([O-])=O.[Cs+].[Cs+].[Na+].[I-], predict the reaction product. The product is: [Cl:1][C:2]1[C:3]([N:12]([CH2:27][C:28]2[CH:33]=[CH:32][C:31]([O:34][C:35]([F:36])([F:37])[F:38])=[CH:30][CH:29]=2)[S:13]([C:16]2[CH:25]=[CH:24][C:19]([C:20]([O:22][CH3:23])=[O:21])=[CH:18][CH:17]=2)(=[O:15])=[O:14])=[N:4][CH:5]=[C:6]([C:8]([F:11])([F:9])[F:10])[CH:7]=1.